Dataset: Peptide-MHC class II binding affinity with 134,281 pairs from IEDB. Task: Regression. Given a peptide amino acid sequence and an MHC pseudo amino acid sequence, predict their binding affinity value. This is MHC class II binding data. (1) The peptide sequence is EAVRHFPRPWLHGL. The MHC is DRB1_0301 with pseudo-sequence DRB1_0301. The binding affinity (normalized) is 0.0248. (2) The peptide sequence is GAGAAPLSWSKEIYN. The MHC is DRB1_0405 with pseudo-sequence DRB1_0405. The binding affinity (normalized) is 0. (3) The peptide sequence is ATSLDTMTQMNQAFR. The MHC is HLA-DQA10102-DQB10602 with pseudo-sequence HLA-DQA10102-DQB10602. The binding affinity (normalized) is 0.488.